This data is from Reaction yield outcomes from USPTO patents with 853,638 reactions. The task is: Predict the reaction yield, written as a fraction of the theoretical maximum amount of product (1.0 means a 100% yield; for example, 0.34 means a 34% yield). (1) The reactants are [Br:1][C:2]1[C:10]2[CH:9]=[N:8][CH:7]=[N:6][C:5]=2[NH:4][CH:3]=1.[H-].[Na+].[CH3:13][S:14](Cl)(=[O:16])=[O:15]. The catalyst is CN(C=O)C.CCOC(C)=O. The product is [Br:1][C:2]1[C:10]2[CH:9]=[N:8][CH:7]=[N:6][C:5]=2[N:4]([S:14]([CH3:13])(=[O:16])=[O:15])[CH:3]=1. The yield is 0.950. (2) The product is [Cl:1][CH2:2][CH2:3][CH2:4][O:5][C:6]1[CH:7]=[CH:8][C:9]([CH2:10][C@@H:11]([C:23]([OH:25])=[O:24])[NH:12][C:13](=[O:22])[C:14]2[C:15]([Cl:21])=[CH:16][CH:17]=[CH:18][C:19]=2[Cl:20])=[CH:27][CH:28]=1. The reactants are [Cl:1][CH2:2][CH2:3][CH2:4][O:5][C:6]1[CH:28]=[CH:27][C:9]([CH2:10][C@@H:11]([C:23]([O:25]C)=[O:24])[NH:12][C:13](=[O:22])[C:14]2[C:19]([Cl:20])=[CH:18][CH:17]=[CH:16][C:15]=2[Cl:21])=[CH:8][CH:7]=1.O.[OH-].[Li+].O. The catalyst is CO. The yield is 1.00. (3) The reactants are [CH3:1][O:2][CH2:3][CH2:4][N:5]1[C:9]([CH3:10])=[C:8]([CH3:11])[S:7][C:6]1=[NH:12].CCN(CC)CC.[Br:20][C:21]1[CH:29]=[C:28]([C:30](Cl)=[O:31])[C:24]2[O:25][CH2:26][CH2:27][C:23]=2[CH:22]=1. The catalyst is C1COCC1. The product is [Br:20][C:21]1[CH:29]=[C:28]([C:30](/[N:12]=[C:6]2\[S:7][C:8]([CH3:11])=[C:9]([CH3:10])[N:5]\2[CH2:4][CH2:3][O:2][CH3:1])=[O:31])[C:24]2[O:25][CH2:26][CH2:27][C:23]=2[CH:22]=1. The yield is 0.360. (4) The reactants are [NH2:1][C:2]1[N:6]([C:7]2[CH:12]=[C:11]([N+:13]([O-:15])=[O:14])[CH:10]=[CH:9][C:8]=2[CH:16]=O)[N:5]=[C:4]([C:18]2[CH:23]=[CH:22][C:21]([O:24][C:25]3[CH:30]=[CH:29][CH:28]=[CH:27][CH:26]=3)=[CH:20][CH:19]=2)[C:3]=1[C:31]([NH2:33])=[O:32]. The catalyst is CO.C(Cl)Cl.CC(O)=O. The product is [N+:13]([C:11]1[CH:12]=[C:7]2[C:8]([CH:16]=[N:1][C:2]3[N:6]2[N:5]=[C:4]([C:18]2[CH:19]=[CH:20][C:21]([O:24][C:25]4[CH:26]=[CH:27][CH:28]=[CH:29][CH:30]=4)=[CH:22][CH:23]=2)[C:3]=3[C:31]([NH2:33])=[O:32])=[CH:9][CH:10]=1)([O-:15])=[O:14]. The yield is 0.630. (5) The reactants are [C:1]([NH:4][NH:5][C:6](=[O:12])[C:7]([O:9][CH2:10][CH3:11])=[O:8])(=O)[CH3:2].C(N(CC)CC)C. The catalyst is C(Cl)Cl. The product is [CH3:2][C:1]1[O:12][C:6]([C:7]([O:9][CH2:10][CH3:11])=[O:8])=[N:5][N:4]=1. The yield is 0.840. (6) The reactants are [CH2:1]([O:8][C:9]([N:11]1[CH2:16][CH2:15][NH:14][C@@H:13]([CH3:17])[CH2:12]1)=[O:10])[C:2]1[CH:7]=[CH:6][CH:5]=[CH:4][CH:3]=1.[NH2:18][C:19]1[NH:20][C:21](=O)[C:22]2[N:28]=[C:27]([C:29]3[CH:34]=[CH:33][C:32]([F:35])=[CH:31][CH:30]=3)[CH:26]=[CH:25][C:23]=2[N:24]=1. No catalyst specified. The product is [CH2:1]([O:8][C:9]([N:11]1[CH2:16][CH2:15][N:14]([C:21]2[C:22]3[N:28]=[C:27]([C:29]4[CH:34]=[CH:33][C:32]([F:35])=[CH:31][CH:30]=4)[CH:26]=[CH:25][C:23]=3[N:24]=[C:19]([NH2:18])[N:20]=2)[C@@H:13]([CH3:17])[CH2:12]1)=[O:10])[C:2]1[CH:3]=[CH:4][CH:5]=[CH:6][CH:7]=1. The yield is 0.210. (7) The reactants are [Cl:1][C:2]1[CH:7]=[CH:6][C:5]([N:8]=[C:9]=[S:10])=[CH:4][CH:3]=1.[F:11][C:12]1[C:13](=[NH:20])[N:14]([CH3:19])[C:15](=[O:18])[NH:16][CH:17]=1. The catalyst is CN(C=O)C. The product is [Cl:1][C:2]1[CH:7]=[CH:6][C:5]([NH:8][C:9]([N:16]2[CH:17]=[C:12]([F:11])[C:13](=[NH:20])[N:14]([CH3:19])[C:15]2=[O:18])=[S:10])=[CH:4][CH:3]=1. The yield is 0.520. (8) The reactants are [Cl:1][C:2]1[CH:9]=[CH:8][C:7]([NH:10][C:11]([O:13][C:14]([CH3:17])([CH3:16])[CH3:15])=[O:12])=[CH:6][C:3]=1[CH2:4][OH:5].[CH3:18][S:19](Cl)(=[O:21])=[O:20]. The catalyst is C(Cl)Cl. The product is [S:19]([O:5][CH2:4][C:3]1[CH:6]=[C:7]([NH:10][C:11]([O:13][C:14]([CH3:17])([CH3:16])[CH3:15])=[O:12])[CH:8]=[CH:9][C:2]=1[Cl:1])(=[O:21])(=[O:20])[CH3:18]. The yield is 1.00. (9) The catalyst is C(O)C. The yield is 0.510. The reactants are [F:1][C:2]([F:16])([F:15])[C:3]1[CH:14]=[CH:13][C:6]([CH:7]=[C:8]([C:11]#[N:12])[C:9]#[N:10])=[CH:5][CH:4]=1.[BH4-].[Na+].Cl. The product is [F:1][C:2]([F:15])([F:16])[C:3]1[CH:4]=[CH:5][C:6]([CH2:7][CH:8]([C:11]#[N:12])[C:9]#[N:10])=[CH:13][CH:14]=1. (10) The reactants are [CH3:1][S:2][C:3]1[CH:8]=[CH:7][C:6]([C:9]2[N:14]=[CH:13][C:12]([OH:15])=[CH:11][CH:10]=2)=[CH:5][CH:4]=1.CS(O[CH2:21][CH:22]1[CH2:27][CH2:26][N:25]([C:28]2[O:32][N:31]=[C:30]([CH:33]([CH3:35])[CH3:34])[N:29]=2)[CH2:24][CH2:23]1)(=O)=O.C([O-])([O-])=O.[K+].[K+].CN(C=O)C. The catalyst is O. The product is [CH3:35][CH:33]([C:30]1[N:29]=[C:28]([N:25]2[CH2:24][CH2:23][CH:22]([CH2:21][O:15][C:12]3[CH:11]=[CH:10][C:9]([C:6]4[CH:5]=[CH:4][C:3]([S:2][CH3:1])=[CH:8][CH:7]=4)=[N:14][CH:13]=3)[CH2:27][CH2:26]2)[O:32][N:31]=1)[CH3:34]. The yield is 0.900.